The task is: Predict the product of the given reaction.. This data is from Forward reaction prediction with 1.9M reactions from USPTO patents (1976-2016). (1) Given the reactants [C:1]([C:5]1[C:6]([S:15][C:16]#[N:17])=[CH:7][C:8]([N+:12]([O-])=O)=[C:9]([NH2:11])[CH:10]=1)([CH3:4])([CH3:3])[CH3:2].[H][H], predict the reaction product. The product is: [C:1]([C:5]1[CH:10]=[C:9]([NH2:11])[C:8]([NH2:12])=[CH:7][C:6]=1[S:15][C:16]#[N:17])([CH3:4])([CH3:2])[CH3:3]. (2) Given the reactants C(=O)([O-])[O-].[K+].[K+].[I-].[K+].[F:9][C:10]1[CH:11]=[C:12]2[C:16](=[CH:17][CH:18]=1)[NH:15][N:14]=[C:13]2[I:19].Cl.Cl[CH2:22][CH2:23][N:24]1[CH2:28][CH2:27][CH2:26][CH2:25]1, predict the reaction product. The product is: [F:9][C:10]1[CH:11]=[C:12]2[C:16](=[CH:17][CH:18]=1)[N:15]([CH2:22][CH2:23][N:24]1[CH2:28][CH2:27][CH2:26][CH2:25]1)[N:14]=[C:13]2[I:19].